Task: Predict which catalyst facilitates the given reaction.. Dataset: Catalyst prediction with 721,799 reactions and 888 catalyst types from USPTO (1) Reactant: C(N(CC)CC)C.Cl.[Cl:9][C:10]1[C:15]([N:16]2[CH2:21][CH2:20][N:19]([CH2:22][CH2:23][NH:24][CH3:25])[CH2:18][CH2:17]2)=[CH:14][CH:13]=[CH:12][N:11]=1.[F:26][C:27]1[CH:32]=[CH:31][C:30]([S:33](Cl)(=[O:35])=[O:34])=[CH:29][CH:28]=1. Product: [Cl:9][C:10]1[C:15]([N:16]2[CH2:21][CH2:20][N:19]([CH2:22][CH2:23][N:24]([CH3:25])[S:33]([C:30]3[CH:31]=[CH:32][C:27]([F:26])=[CH:28][CH:29]=3)(=[O:35])=[O:34])[CH2:18][CH2:17]2)=[CH:14][CH:13]=[CH:12][N:11]=1. The catalyst class is: 503. (2) Reactant: [CH3:1][C@@:2]12[C:18](=[O:19])[CH2:17][CH2:16][C@H:15]1[CH2:14][C@@H:13]1[C@H:4]([CH2:5][CH2:6][C@H:7]3[C@@:12]1([CH3:20])[CH2:11][CH2:10][C@H:9]([OH:21])[CH2:8]3)[CH2:3]2.CCN(C(C)C)C(C)C.[CH3:31][O:32][CH2:33]Cl.O. Product: [CH3:1][C@@:2]12[C:18](=[O:19])[CH2:17][CH2:16][C@H:15]1[CH2:14][C@@H:13]1[C@H:4]([CH2:5][CH2:6][C@H:7]3[C@@:12]1([CH3:20])[CH2:11][CH2:10][C@H:9]([O:21][CH2:31][O:32][CH3:33])[CH2:8]3)[CH2:3]2. The catalyst class is: 154.